Dataset: Full USPTO retrosynthesis dataset with 1.9M reactions from patents (1976-2016). Task: Predict the reactants needed to synthesize the given product. (1) Given the product [Cl:30][C:18]1[CH:17]=[C:16]([NH:15][C:13]2[N:12]=[CH:11][N:10]=[C:9]3[NH:8][N:7]=[C:6]([O:5][CH2:4][CH2:3][CH2:2][N:35]4[CH2:36][CH2:37][N:32]([CH3:31])[CH2:33][CH2:34]4)[C:14]=23)[CH:21]=[CH:20][C:19]=1[O:22][CH2:23][C:24]1[CH:29]=[CH:28][CH:27]=[CH:26][N:25]=1, predict the reactants needed to synthesize it. The reactants are: Cl[CH2:2][CH2:3][CH2:4][O:5][C:6]1[C:14]2[C:9](=[N:10][CH:11]=[N:12][C:13]=2[NH:15][C:16]2[CH:21]=[CH:20][C:19]([O:22][CH2:23][C:24]3[CH:29]=[CH:28][CH:27]=[CH:26][N:25]=3)=[C:18]([Cl:30])[CH:17]=2)[NH:8][N:7]=1.[CH3:31][N:32]1[CH2:37][CH2:36][NH:35][CH2:34][CH2:33]1. (2) Given the product [CH3:24][O:23][C:18]1[CH:17]=[C:16]([O:25][CH3:26])[CH:15]=[C:14]2[C:19]=1[C:20](=[O:22])[NH:21][C:12]([C:8]1[CH:9]=[C:10]([CH3:11])[C:5]([O:4][CH2:3][CH2:2][N:47]3[C:51](=[O:52])[CH2:50][CH2:49][C:48]3=[O:53])=[C:6]([CH3:27])[CH:7]=1)=[N:13]2, predict the reactants needed to synthesize it. The reactants are: O[CH2:2][CH2:3][O:4][C:5]1[C:10]([CH3:11])=[CH:9][C:8]([C:12]2[NH:21][C:20](=[O:22])[C:19]3[C:14](=[CH:15][C:16]([O:25][CH3:26])=[CH:17][C:18]=3[O:23][CH3:24])[N:13]=2)=[CH:7][C:6]=1[CH3:27].C1(P(C2C=CC=CC=2)C2C=CC=CC=2)C=CC=CC=1.[NH:47]1[C:51](=[O:52])[CH2:50][CH2:49][C:48]1=[O:53].C(N(CC)C(C)C)(C)C.CCOC(/N=N/C(OCC)=O)=O. (3) Given the product [Br:1][C:2]1[CH:7]=[N:6][C:5]([C:8]([N:31]2[CH2:32][CH2:33][C:28]([CH3:27])([C:34]([O:36][CH2:37][CH3:38])=[O:35])[CH2:29][CH2:30]2)=[O:10])=[N:4][CH:3]=1, predict the reactants needed to synthesize it. The reactants are: [Br:1][C:2]1[CH:3]=[N:4][C:5]([C:8]([OH:10])=O)=[N:6][CH:7]=1.C(Cl)(=O)C(Cl)=O.CCN(C(C)C)C(C)C.Cl.[CH3:27][C:28]1([C:34]([O:36][CH2:37][CH3:38])=[O:35])[CH2:33][CH2:32][NH:31][CH2:30][CH2:29]1. (4) Given the product [CH3:1][O:2][C:3]1[CH:4]=[C:5]2[C:10](=[CH:11][C:12]=1[O:13][CH3:14])[N:9]=[CH:8][CH:7]=[C:6]2[O:15][C:16]1[CH:22]=[CH:21][C:19]([NH:20][C:38](=[O:40])[O:54][CH:52]([C:51]2[CH:55]=[CH:56][CH:57]=[CH:58][C:50]=2[F:49])[CH3:53])=[CH:18][CH:17]=1, predict the reactants needed to synthesize it. The reactants are: [CH3:1][O:2][C:3]1[CH:4]=[C:5]2[C:10](=[CH:11][C:12]=1[O:13][CH3:14])[N:9]=[CH:8][CH:7]=[C:6]2[O:15][C:16]1[CH:22]=[CH:21][C:19]([NH2:20])=[CH:18][CH:17]=1.C1(C)C=CC=CC=1.C(N(CC)CC)C.Cl[C:38](Cl)([O:40]C(=O)OC(Cl)(Cl)Cl)Cl.[F:49][C:50]1[CH:58]=[CH:57][CH:56]=[CH:55][C:51]=1[CH:52]([OH:54])[CH3:53]. (5) Given the product [CH3:10][O:9][C:8]1[C:3]([O:2][CH3:1])=[CH:4][N:5]=[C:6]([N:11]2[C:20](=[O:21])[C:19]3[C:14](=[CH:15][C:16]([C:22]([NH:26][CH2:27][C:28]([OH:30])=[O:29])=[O:24])=[CH:17][CH:18]=3)[NH:13][C:12]2=[S:25])[N:7]=1, predict the reactants needed to synthesize it. The reactants are: [CH3:1][O:2][C:3]1[CH:4]=[N:5][C:6]([N:11]2[C:20](=[O:21])[C:19]3[C:14](=[CH:15][C:16]([C:22]([OH:24])=O)=[CH:17][CH:18]=3)[NH:13][C:12]2=[S:25])=[N:7][C:8]=1[O:9][CH3:10].[NH2:26][CH2:27][C:28]([O:30]C(C)(C)C)=[O:29].CCN(C(C)C)C(C)C.CN(C(ON1N=NC2C=CC=NC1=2)=[N+](C)C)C.F[P-](F)(F)(F)(F)F. (6) Given the product [NH2:26][C:14]1[N:13]=[C:12]([NH:11][CH2:10][CH2:9][CH2:8][NH:7][C:2]([NH:1][CH:4]([CH3:6])[CH3:5])=[O:3])[CH:17]=[C:16]([C:18]2[CH:23]=[CH:22][CH:21]=[C:20]([CH3:24])[C:19]=2[CH3:25])[N:15]=1, predict the reactants needed to synthesize it. The reactants are: [N:1]([CH:4]([CH3:6])[CH3:5])=[C:2]=[O:3].[NH2:7][CH2:8][CH2:9][CH2:10][NH:11][C:12]1[CH:17]=[C:16]([C:18]2[CH:23]=[CH:22][CH:21]=[C:20]([CH3:24])[C:19]=2[CH3:25])[N:15]=[C:14]([NH2:26])[N:13]=1. (7) Given the product [Cl:1][C:2]1[CH:3]=[C:4]([C:5]([NH:27][N:28]2[CH:32]=[N:31][N:30]=[CH:29]2)=[O:6])[CH:8]=[CH:9][C:10]=1[C:11]([NH:12][C:13]1[CH:18]=[CH:17][C:16]([Cl:19])=[C:15]([C:20]2[CH:25]=[CH:24][CH:23]=[CH:22][N:21]=2)[CH:14]=1)=[O:26], predict the reactants needed to synthesize it. The reactants are: [Cl:1][C:2]1[CH:3]=[C:4]([CH:8]=[CH:9][C:10]=1[C:11](=[O:26])[NH:12][C:13]1[CH:18]=[CH:17][C:16]([Cl:19])=[C:15]([C:20]2[CH:25]=[CH:24][CH:23]=[CH:22][N:21]=2)[CH:14]=1)[C:5](O)=[O:6].[NH2:27][N:28]1[CH:32]=[N:31][N:30]=[CH:29]1. (8) Given the product [Cl:1][C:2]1[NH:3][C:4]2[N:5]([N:12]=[CH:13][C:14]=2[C:15]#[N:16])[C:6](=[O:17])[C:7]=1[CH:8]([CH3:10])[CH3:9], predict the reactants needed to synthesize it. The reactants are: [Cl:1][C:2]1[C:7]([CH:8]([CH3:10])[CH3:9])=[C:6](Cl)[N:5]2[N:12]=[CH:13][C:14]([C:15]#[N:16])=[C:4]2[N:3]=1.[OH-:17].[Na+]. (9) Given the product [CH3:1][C:2]1[S:3][C:4]2[CH:10]=[CH:9][C:8]([C:11]([NH:19][C:18]3[CH:20]=[CH:21][CH:22]=[C:16]([C:15]([F:14])([F:23])[F:24])[CH:17]=3)=[O:13])=[CH:7][C:5]=2[N:6]=1, predict the reactants needed to synthesize it. The reactants are: [CH3:1][C:2]1[S:3][C:4]2[CH:10]=[CH:9][C:8]([C:11]([OH:13])=O)=[CH:7][C:5]=2[N:6]=1.[F:14][C:15]([F:24])([F:23])[C:16]1[CH:17]=[C:18]([CH:20]=[CH:21][CH:22]=1)[NH2:19].C(Cl)CCl. (10) Given the product [Br:1][C:2]1[C:3]([N:12]2[CH2:17][CH2:16][N:15]([CH2:18][C:19]3[CH:24]=[CH:23][N:22]=[CH:21][CH:20]=3)[CH2:14][CH2:13]2)=[C:4]2[N:9]=[C:31]([C:30]3[CH:33]=[CH:34][C:27]([N:26]([CH3:35])[CH3:25])=[CH:28][CH:29]=3)[NH:8][C:5]2=[N:6][CH:7]=1, predict the reactants needed to synthesize it. The reactants are: [Br:1][C:2]1[C:3]([N:12]2[CH2:17][CH2:16][N:15]([CH2:18][C:19]3[CH:24]=[CH:23][N:22]=[CH:21][CH:20]=3)[CH2:14][CH2:13]2)=[C:4]([N+:9]([O-])=O)[C:5]([NH2:8])=[N:6][CH:7]=1.[CH3:25][N:26]([CH3:35])[C:27]1[CH:34]=[CH:33][C:30]([CH:31]=O)=[CH:29][CH:28]=1.[O-]S(S([O-])=O)=O.[Na+].[Na+].